This data is from Forward reaction prediction with 1.9M reactions from USPTO patents (1976-2016). The task is: Predict the product of the given reaction. (1) Given the reactants C[N:2]([CH3:15])/[CH:3]=[CH:4]/[C:5]1[CH:10]=[C:9]([C:11]#[N:12])[CH:8]=[CH:7][C:6]=1[C:13]#[N:14].CN1C(=O)N(C)CCC1.[CH3:25][O:26][C:27]1[CH:32]=[C:31]([O:33][CH3:34])[CH:30]=[CH:29][C:28]=1CN, predict the reaction product. The product is: [CH3:25][O:26][C:27]1[CH:32]=[C:31]([O:33][CH3:34])[CH:30]=[CH:29][C:28]=1[CH2:15][N:2]1[CH2:3][CH2:4][C:5]2[C:6](=[CH:7][CH:8]=[C:9]([C:11]#[N:12])[CH:10]=2)[C:13]1=[NH:14]. (2) Given the reactants O=[C:2]1[CH2:7][CH2:6][N:5]([C:8]([O:10][C:11]([CH3:14])([CH3:13])[CH3:12])=[O:9])[CH2:4][C:3]1=[CH:15]N(C)C.[F:19][C:20]([F:25])([F:24])[C:21]([NH2:23])=[NH:22], predict the reaction product. The product is: [C:11]([O:10][C:8]([N:5]1[CH2:6][CH2:7][C:2]2[N:22]=[C:21]([C:20]([F:25])([F:24])[F:19])[N:23]=[CH:15][C:3]=2[CH2:4]1)=[O:9])([CH3:14])([CH3:12])[CH3:13]. (3) Given the reactants [CH3:1][Si:2]([CH3:29])([CH3:28])[CH2:3][CH2:4][O:5][C:6](=[O:27])[CH:7]([NH:22][C:23]([O:25][CH3:26])=[O:24])[CH2:8][C:9]1[C:18]2[C:13](=[CH:14][CH:15]=[CH:16][CH:17]=2)[C:12]([N+:19]([O-])=O)=[CH:11][CH:10]=1, predict the reaction product. The product is: [CH3:29][Si:2]([CH3:1])([CH3:28])[CH2:3][CH2:4][O:5][C:6](=[O:27])[CH:7]([NH:22][C:23]([O:25][CH3:26])=[O:24])[CH2:8][C:9]1[C:18]2[C:13](=[CH:14][CH:15]=[CH:16][CH:17]=2)[C:12]([NH2:19])=[CH:11][CH:10]=1. (4) Given the reactants Br[C:2]1[C:3]([C:26]([F:29])([F:28])[F:27])=[N:4][N:5]([C:7]([C:20]2[CH:25]=[CH:24][CH:23]=[CH:22][CH:21]=2)([C:14]2[CH:19]=[CH:18][CH:17]=[CH:16][CH:15]=2)[C:8]2[CH:13]=[CH:12][CH:11]=[CH:10][CH:9]=2)[CH:6]=1.[CH3:30][C:31]1([CH3:47])[C:35]([CH3:37])([CH3:36])[O:34][B:33]([B:33]2[O:34][C:35]([CH3:37])([CH3:36])[C:31]([CH3:47])([CH3:30])[O:32]2)[O:32]1.C([O-])(=O)C.[K+], predict the reaction product. The product is: [CH3:30][C:31]1([CH3:47])[C:35]([CH3:37])([CH3:36])[O:34][B:33]([C:2]2[C:3]([C:26]([F:29])([F:28])[F:27])=[N:4][N:5]([C:7]([C:20]3[CH:25]=[CH:24][CH:23]=[CH:22][CH:21]=3)([C:14]3[CH:19]=[CH:18][CH:17]=[CH:16][CH:15]=3)[C:8]3[CH:13]=[CH:12][CH:11]=[CH:10][CH:9]=3)[CH:6]=2)[O:32]1. (5) Given the reactants [CH3:1][O:2][C:3]([C:5]1[C:10]([O:11][CH2:12][C:13]2[CH:18]=[CH:17][CH:16]=[CH:15][CH:14]=2)=[C:9]([S:19][CH3:20])[CH:8]=[C:7](Br)[N:6]=1)=[O:4].C([Sn](CCCC)(CCCC)[C:27]1[O:28][CH:29]=[CH:30][CH:31]=1)CCC, predict the reaction product. The product is: [CH3:1][O:2][C:3]([C:5]1[C:10]([O:11][CH2:12][C:13]2[CH:18]=[CH:17][CH:16]=[CH:15][CH:14]=2)=[C:9]([S:19][CH3:20])[CH:8]=[C:7]([C:27]2[O:28][CH:29]=[CH:30][CH:31]=2)[N:6]=1)=[O:4]. (6) Given the reactants Cl.[NH2:2][C:3]1[CH:8]=[CH:7][C:6]([C:9]([N:11]2[CH2:16][CH2:15][CH:14]([NH:17][C:18]3[N:23]=[C:22]([C:24]4[CH:25]=[N:26][CH:27]=[CH:28][CH:29]=4)[C:21]([Cl:30])=[CH:20][N:19]=3)[CH2:13][CH2:12]2)=[O:10])=[CH:5][CH:4]=1.[Br:31][CH2:32]/[CH:33]=[CH:34]/[C:35](Cl)=[O:36].CCN(C(C)C)C(C)C, predict the reaction product. The product is: [Br:31][CH2:32]/[CH:33]=[CH:34]/[C:35]([NH:2][C:3]1[CH:8]=[CH:7][C:6]([C:9]([N:11]2[CH2:12][CH2:13][CH:14]([NH:17][C:18]3[N:23]=[C:22]([C:24]4[CH:25]=[N:26][CH:27]=[CH:28][CH:29]=4)[C:21]([Cl:30])=[CH:20][N:19]=3)[CH2:15][CH2:16]2)=[O:10])=[CH:5][CH:4]=1)=[O:36].